The task is: Predict the reaction yield, written as a fraction of the theoretical maximum amount of product (1.0 means a 100% yield; for example, 0.34 means a 34% yield).. This data is from Reaction yield outcomes from USPTO patents with 853,638 reactions. (1) The reactants are [CH3:1][O:2][C:3](=[O:22])[C:4]1[CH:9]=[C:8]([C:10]2[CH:11]=[N:12][CH:13]=[CH:14][CH:15]=2)[CH:7]=[C:6]([N+:16]([O-])=O)[C:5]=1[S:19][C:20]#[N:21].N. The catalyst is C(O)(=O)C.O.[Fe]. The product is [CH3:1][O:2][C:3]([C:4]1[C:5]2[S:19][C:20]([NH2:21])=[N:16][C:6]=2[CH:7]=[C:8]([C:10]2[CH:11]=[N:12][CH:13]=[CH:14][CH:15]=2)[CH:9]=1)=[O:22]. The yield is 0.460. (2) The reactants are [CH2:1]([O:3][C:4](=[O:28])[CH2:5][C@H:6]1[C:14]2[C:9](=[CH:10][C:11]([O:15][CH2:16][CH2:17][CH2:18][NH:19][C:20]3[C:25]([Cl:26])=[CH:24][N:23]=[C:22]([Cl:27])[N:21]=3)=[CH:12][CH:13]=2)[CH2:8][CH2:7]1)[CH3:2].[H-].[Na+].I[CH3:32]. The catalyst is CN(C=O)C. The product is [CH2:1]([O:3][C:4](=[O:28])[CH2:5][C@H:6]1[C:14]2[C:9](=[CH:10][C:11]([O:15][CH2:16][CH2:17][CH2:18][N:19]([C:20]3[C:25]([Cl:26])=[CH:24][N:23]=[C:22]([Cl:27])[N:21]=3)[CH3:32])=[CH:12][CH:13]=2)[CH2:8][CH2:7]1)[CH3:2]. The yield is 0.820. (3) The reactants are F[C:2]1[CH:3]=[C:4]([CH:18]=[CH:19][C:20]=1[N+:21]([O-:23])=[O:22])[C:5]([N:7]([CH2:13][CH2:14][CH:15]([CH3:17])[CH3:16])[CH2:8][CH2:9][CH:10]([CH3:12])[CH3:11])=[O:6].[N:24]1([CH2:30][CH2:31][CH2:32][NH2:33])[CH2:29][CH2:28][CH2:27][CH2:26][CH2:25]1.C(=O)([O-])[O-].[K+].[K+]. The catalyst is C(#N)C. The product is [CH3:11][CH:10]([CH3:12])[CH2:9][CH2:8][N:7]([CH2:13][CH2:14][CH:15]([CH3:17])[CH3:16])[C:5](=[O:6])[C:4]1[CH:18]=[CH:19][C:20]([N+:21]([O-:23])=[O:22])=[C:2]([NH:33][CH2:32][CH2:31][CH2:30][N:24]2[CH2:29][CH2:28][CH2:27][CH2:26][CH2:25]2)[CH:3]=1. The yield is 0.780. (4) The reactants are N[C:2]1[CH:6]=[C:5]([C:7]2[CH:12]=[CH:11][CH:10]=[CH:9][CH:8]=2)[S:4][C:3]=1[C:13]([O:15][CH3:16])=[O:14].N([O-])=O.[Na+].[ClH:21]. The catalyst is O.Cl[Cu]. The product is [Cl:21][C:2]1[CH:6]=[C:5]([C:7]2[CH:12]=[CH:11][CH:10]=[CH:9][CH:8]=2)[S:4][C:3]=1[C:13]([O:15][CH3:16])=[O:14]. The yield is 0.670. (5) The reactants are [NH:1]1[CH2:5][CH2:4][NH:3][C:2]1=[O:6].[H-].[Na+].Br[CH2:10][C:11]1[CH:16]=[CH:15][CH:14]=[CH:13][CH:12]=1.O. The catalyst is CN(C=O)C. The product is [CH2:10]([N:1]1[CH2:5][CH2:4][NH:3][C:2]1=[O:6])[C:11]1[CH:16]=[CH:15][CH:14]=[CH:13][CH:12]=1. The yield is 0.160. (6) The reactants are [C:1]1([C:35]2[CH:40]=[CH:39][CH:38]=[CH:37][CH:36]=2)[CH:6]=[CH:5][CH:4]=[CH:3][C:2]=1[N:7]([C:27]1[CH:32]=[CH:31][C:30]([O:33]C)=[CH:29][CH:28]=1)[C:8]1[C:13]2[O:14][C:15]3[C:20]([CH:21]4[CH2:26][CH2:25][CH2:24][CH2:23][CH2:22]4)=[CH:19][CH:18]=[CH:17][C:16]=3[C:12]=2[CH:11]=[CH:10][CH:9]=1.Cl.N1C=CC=CC=1. No catalyst specified. The product is [C:1]1([C:35]2[CH:36]=[CH:37][CH:38]=[CH:39][CH:40]=2)[CH:6]=[CH:5][CH:4]=[CH:3][C:2]=1[N:7]([C:8]1[C:13]2[O:14][C:15]3[C:20]([CH:21]4[CH2:22][CH2:23][CH2:24][CH2:25][CH2:26]4)=[CH:19][CH:18]=[CH:17][C:16]=3[C:12]=2[CH:11]=[CH:10][CH:9]=1)[C:27]1[CH:32]=[CH:31][C:30]([OH:33])=[CH:29][CH:28]=1. The yield is 0.750.